Dataset: Reaction yield outcomes from USPTO patents with 853,638 reactions. Task: Predict the reaction yield, written as a fraction of the theoretical maximum amount of product (1.0 means a 100% yield; for example, 0.34 means a 34% yield). (1) The reactants are [NH2:1][C:2]1[CH:10]=[CH:9][C:5]([C:6]([NH2:8])=[O:7])=[CH:4][C:3]=1[CH3:11].[CH3:12][O:13][C:14]1[CH:19]=[CH:18][C:17]([C:20](=O)[CH2:21][CH2:22][C:23](=O)[CH2:24][CH2:25][C:26](=[O:30])CCC)=[CH:16][CH:15]=1.[OH2:33].[C:34]1([CH3:44])C=CC(S(O)(=O)=O)=CC=1. The catalyst is C(O)C. The product is [CH2:34]([O:33][C:26](=[O:30])[CH2:25][CH2:24][C:23]1[N:1]([C:2]2[CH:10]=[CH:9][C:5]([C:6](=[O:7])[NH2:8])=[CH:4][C:3]=2[CH3:11])[C:20]([C:17]2[CH:16]=[CH:15][C:14]([O:13][CH3:12])=[CH:19][CH:18]=2)=[CH:21][CH:22]=1)[CH3:44]. The yield is 0.300. (2) The reactants are [Cl:1][C:2]1[N:3]=[N:4][C:5]([Cl:10])=[C:6](Cl)[C:7]=1Cl.[CH2:11]([OH:14])[CH2:12][OH:13].[H-].[Na+]. The catalyst is CN(C=O)C. The product is [Cl:1][C:2]1[N:3]=[N:4][C:5]([Cl:10])=[C:6]2[O:13][CH2:12][CH2:11][O:14][C:7]=12. The yield is 0.160. (3) The reactants are [Cl:1][C:2]1[C:10]2[NH:9][C:8](=O)[NH:7][C:6]=2[CH:5]=[CH:4][CH:3]=1.P(Cl)(Cl)([Cl:14])=O. No catalyst specified. The product is [Cl:14][C:8]1[NH:7][C:6]2[CH:5]=[CH:4][CH:3]=[C:2]([Cl:1])[C:10]=2[N:9]=1. The yield is 0.920.